Dataset: Catalyst prediction with 721,799 reactions and 888 catalyst types from USPTO. Task: Predict which catalyst facilitates the given reaction. (1) Reactant: C(OC(=O)[NH:7][C@H:8]([C:33](=[O:49])[NH:34][CH2:35][CH2:36][N:37](C(OCC1C=CC=CC=1)=O)[CH3:38])[CH2:9][CH2:10][CH2:11][NH:12]/[C:13](/[NH2:32])=[N:14]/[S:15]([C:18]1[C:19]([CH3:31])=[C:20]([CH3:30])[C:21]2[O:25][C:24]([CH3:27])([CH3:26])[CH2:23][C:22]=2[C:28]=1[CH3:29])(=[O:17])=[O:16])(C)(C)C.CC(O)=O. Product: [CH3:38][NH:37][CH2:36][CH2:35][NH:34][C:33](=[O:49])[C@@H:8]([NH2:7])[CH2:9][CH2:10][CH2:11][NH:12]/[C:13](/[NH2:32])=[N:14]/[S:15]([C:18]1[C:19]([CH3:31])=[C:20]([CH3:30])[C:21]2[O:25][C:24]([CH3:27])([CH3:26])[CH2:23][C:22]=2[C:28]=1[CH3:29])(=[O:17])=[O:16]. The catalyst class is: 838. (2) Product: [CH:3]12[O:20][CH:4]1[CH2:5][CH2:6][N:1]([C:7]([C:9]1[CH:14]=[CH:13][CH:12]=[CH:11][CH:10]=1)=[O:8])[CH2:2]2. Reactant: [N:1]1([C:7]([C:9]2[CH:14]=[CH:13][CH:12]=[CH:11][CH:10]=2)=[O:8])[CH2:6][CH2:5][CH:4]=[CH:3][CH2:2]1.ClC1C=C(C=CC=1)C(OO)=[O:20].CCCCCC.C(OCC)(=O)C.C([O-])([O-])=O.[Na+].[Na+]. The catalyst class is: 2. (3) Reactant: [S-:1][C:2]#[N:3].[K+].[NH2:5][C:6]1[CH:7]=[CH:8][C:9]([O:16][C:17]2[CH:22]=[CH:21][CH:20]=[C:19]([NH:23][C:24]([C:26]3[CH:31]=[CH:30][CH:29]=[C:28]([C:32]([C:35]#[N:36])([CH3:34])[CH3:33])[CH:27]=3)=[O:25])[CH:18]=2)=[C:10]([CH:15]=1)[C:11]([O:13][CH3:14])=[O:12].BrBr. Product: [NH2:3][C:2]1[S:1][C:15]2[C:10]([C:11]([O:13][CH3:14])=[O:12])=[C:9]([O:16][C:17]3[CH:22]=[CH:21][CH:20]=[C:19]([NH:23][C:24]([C:26]4[CH:31]=[CH:30][CH:29]=[C:28]([C:32]([C:35]#[N:36])([CH3:33])[CH3:34])[CH:27]=4)=[O:25])[CH:18]=3)[CH:8]=[CH:7][C:6]=2[N:5]=1. The catalyst class is: 15. (4) Reactant: [N:1]1[N:5]2[CH:6]=[CH:7][CH:8]=[CH:9][C:4]2=[CH:3][C:2]=1[C:10]([OH:12])=[O:11]. Product: [N:1]1[N:5]2[CH2:6][CH2:7][CH2:8][CH2:9][C:4]2=[CH:3][C:2]=1[C:10]([OH:12])=[O:11]. The catalyst class is: 847. (5) Reactant: [F:1][CH:2]([F:49])[O:3][C:4]1[CH:47]=[CH:46][C:7]([CH2:8][NH:9][C:10]([C@H:12]2[CH2:17][N:16]([C:18]3[S:19][C:20]4[C:25](Cl)=[N:24][C:23]([C:27]([F:30])([F:29])[F:28])=[N:22][C:21]=4[N:31]=3)[CH2:15][CH2:14][N:13]2[S:32]([C:35]2[CH:40]=[CH:39][C:38]([O:41][C:42]([F:45])([F:44])[F:43])=[CH:37][CH:36]=2)(=[O:34])=[O:33])=[O:11])=[CH:6][C:5]=1[F:48].C([O-])=O.[NH4+]. Product: [F:49][CH:2]([F:1])[O:3][C:4]1[CH:47]=[CH:46][C:7]([CH2:8][NH:9][C:10]([C@H:12]2[CH2:17][N:16]([C:18]3[S:19][C:20]4[CH:25]=[N:24][C:23]([C:27]([F:29])([F:30])[F:28])=[N:22][C:21]=4[N:31]=3)[CH2:15][CH2:14][N:13]2[S:32]([C:35]2[CH:36]=[CH:37][C:38]([O:41][C:42]([F:45])([F:44])[F:43])=[CH:39][CH:40]=2)(=[O:33])=[O:34])=[O:11])=[CH:6][C:5]=1[F:48]. The catalyst class is: 178. (6) Reactant: [CH3:1][N:2]1[C@H:7]2[CH2:8][CH2:9][CH:3]1[C:4]([C:10]([O:12]C)=[O:11])=[CH:5][CH2:6]2.[OH-].[K+]. Product: [CH3:1][N:2]1[C@H:7]2[CH2:8][CH2:9][CH:3]1[C:4]([C:10]([OH:12])=[O:11])=[CH:5][CH2:6]2. The catalyst class is: 33. (7) Reactant: [CH:1]1[C:6]2[CH2:7][CH2:8][CH:9]=[CH:10][C:11](=O)[C:5]=2[CH:4]=[CH:3][CH:2]=1.C1CCN2C(=NCCC2)CC1.Cl.C([SiH](CC)CC)C.[N+:32]([CH3:35])([O-:34])=[O:33]. Product: [N+:32]([CH2:35][CH:9]1[CH2:8][CH2:7][C:6]2[CH:1]=[CH:2][CH:3]=[CH:4][C:5]=2[CH2:11][CH2:10]1)([O-:34])=[O:33]. The catalyst class is: 484. (8) Reactant: C(N([CH2:6][CH3:7])CC)C.[Cl:8][C:9]1[CH:17]=[CH:16][C:12]([C:13]([OH:15])=O)=[CH:11][C:10]=1[NH:18][C:19]([C:21]1[C:32](=[O:33])[NH:31][C:24]2[N:25]=[C:26]([O:29][CH3:30])[N:27]=[CH:28][C:23]=2[CH:22]=1)=[O:20].CN(C(O[N:42]1N=N[C:44]2[CH:45]=[CH:46][CH:47]=[N:48][C:43]1=2)=[N+](C)C)C.F[P-](F)(F)(F)(F)F. Product: [NH2:48][CH2:47][CH2:46][CH2:45][CH2:44][CH:43]([NH:42][C:13]([C:12]1[CH:16]=[CH:17][C:9]([Cl:8])=[C:10]([NH:18][C:19]([C:21]2[C:32](=[O:33])[NH:31][C:24]3[N:25]=[C:26]([O:29][CH3:30])[N:27]=[CH:28][C:23]=3[CH:22]=2)=[O:20])[CH:11]=1)=[O:15])[C:7]1[CH:6]=[CH:11][CH:10]=[CH:9][CH:17]=1. The catalyst class is: 3. (9) Reactant: [C:1]1([O:11][CH2:12][CH:13]2[CH2:15][O:14]2)[C:10]2[C:5](=[CH:6][CH:7]=[CH:8][CH:9]=2)[CH:4]=[CH:3][CH:2]=1.[Br-:16].[NH3+:17][CH2:18][CH2:19][CH2:20][N+:21]1[C:30]2[C:25](=[CH:26][CH:27]=[CH:28][CH:29]=2)[C:24]([CH3:31])=[CH:23][CH:22]=1.[Br-].C(N(CC)CC)C. Product: [Br-:16].[OH:14][CH:13]([CH2:12][O:11][C:1]1[C:10]2[C:5](=[CH:6][CH:7]=[CH:8][CH:9]=2)[CH:4]=[CH:3][CH:2]=1)[CH2:15][NH:17][CH2:18][CH2:19][CH2:20][N+:21]1[C:30]2[C:25](=[CH:26][CH:27]=[CH:28][CH:29]=2)[C:24]([CH3:31])=[CH:23][CH:22]=1. The catalyst class is: 6.